Dataset: Reaction yield outcomes from USPTO patents with 853,638 reactions. Task: Predict the reaction yield, written as a fraction of the theoretical maximum amount of product (1.0 means a 100% yield; for example, 0.34 means a 34% yield). (1) The reactants are N(C(OC(C)C)=O)=NC(OC(C)C)=O.[Br:15][C:16]1[N:21]=[CH:20][C:19]2[NH:22][C:23](=[O:31])[N:24]([C:25]([CH3:30])([CH3:29])[CH2:26][CH2:27]O)[C:18]=2[CH:17]=1.C1(P(C2C=CC=CC=2)C2C=CC=CC=2)C=CC=CC=1. The catalyst is O1CCCC1.Cl. The product is [Br:15][C:16]1[CH:17]=[C:18]2[C:19](=[CH:20][N:21]=1)[N:22]=[C:23]1[N:24]2[C:25]([CH3:29])([CH3:30])[CH2:26][CH2:27][O:31]1. The yield is 0.340. (2) The reactants are [CH3:1][C:2]1[CH:12]=[C:11]([CH:13]=[CH2:14])[CH:10]=[CH:9][C:3]=1[C:4]([O:6][CH2:7][CH3:8])=[O:5].Br[CH:16]([C:21]1[CH:26]=[C:25]([Cl:27])[CH:24]=[C:23]([Cl:28])[CH:22]=1)[C:17]([F:20])([F:19])[F:18].N1C=CC=CC=1C1C=CC=CN=1. The catalyst is ClC1C=CC=CC=1Cl.[Cu]Cl. The product is [Cl:27][C:25]1[CH:26]=[C:21]([CH:16]([C:17]([F:20])([F:18])[F:19])/[CH:14]=[CH:13]/[C:11]2[CH:10]=[CH:9][C:3]([C:4]([O:6][CH2:7][CH3:8])=[O:5])=[C:2]([CH3:1])[CH:12]=2)[CH:22]=[C:23]([Cl:28])[CH:24]=1. The yield is 0.400. (3) The product is [O:1]1[C:3]2([CH2:4][CH2:5][N:6]([C:9]3[CH:14]=[CH:13][C:12]([N:15]4[CH2:19][C@H:18]([CH2:20][NH:21][C:22](=[O:24])[CH3:23])[O:17][C:16]4=[O:25])=[CH:11][C:10]=3[F:26])[CH2:7][CH2:8]2)[CH2:2][O:31][CH2:32][CH2:33]1. The reactants are [O:1]1[C:3]2([CH2:8][CH2:7][N:6]([C:9]3[CH:14]=[CH:13][C:12]([N:15]4[CH2:19][C@H:18]([CH2:20][NH:21][C:22](=[O:24])[CH3:23])[O:17][C:16]4=[O:25])=[CH:11][C:10]=3[F:26])[CH2:5][CH2:4]2)[CH2:2]1.B(F)(F)F.[O:31]1CC[CH2:33][CH2:32]1. The yield is 0.440. No catalyst specified. (4) The product is [C:28]([SiH2:32][O:33][C:34]([CH3:43])([CH3:42])[C:35]1[CH:36]=[CH:37][C:38]([NH:41][C:8](=[O:10])[C:7]2[CH:11]=[C:12]([O:14][CH2:15][CH2:16][C:17]3[CH:21]=[CH:20][S:19][CH:18]=3)[CH:13]=[C:5]([O:4][CH:1]([CH3:2])[CH3:3])[CH:6]=2)=[N:39][CH:40]=1)([CH3:31])([CH3:29])[CH3:30]. The reactants are [CH:1]([O:4][C:5]1[CH:6]=[C:7]([CH:11]=[C:12]([O:14][CH2:15][CH2:16][C:17]2[CH:21]=[CH:20][S:19][CH:18]=2)[CH:13]=1)[C:8]([OH:10])=O)([CH3:3])[CH3:2].C(Cl)(=O)C(Cl)=O.[C:28]([SiH2:32][O:33][C:34]([CH3:43])([CH3:42])[C:35]1[CH:36]=[CH:37][C:38]([NH2:41])=[N:39][CH:40]=1)([CH3:31])([CH3:30])[CH3:29].N1C=CC=CC=1. The catalyst is C(Cl)Cl.CN(C=O)C. The yield is 0.360.